Dataset: Full USPTO retrosynthesis dataset with 1.9M reactions from patents (1976-2016). Task: Predict the reactants needed to synthesize the given product. (1) Given the product [CH2:16]([N:6]1[C:5]2[CH:12]=[CH:13][C:2]([F:1])=[CH:3][C:4]=2[C:9](=[O:10])[O:8][C:7]1=[O:11])[C:17]1[CH:22]=[CH:21][CH:20]=[CH:19][CH:18]=1, predict the reactants needed to synthesize it. The reactants are: [F:1][C:2]1[CH:13]=[CH:12][C:5]2[NH:6][C:7](=[O:11])[O:8][C:9](=[O:10])[C:4]=2[CH:3]=1.[H-].[Na+].[CH2:16](Br)[C:17]1[CH:22]=[CH:21][CH:20]=[CH:19][CH:18]=1. (2) Given the product [CH2:1]([O:3][C:4]([C:6]1([C:9]2[CH:10]=[CH:11][C:12]([C:15]3[CH:20]=[CH:19][C:18]([C:21]4[S:22][C:23]([Cl:29])=[CH:24][C:25]=4[NH:42][C:47]([O:41][C@@H:39]([C:34]4[CH:35]=[CH:36][CH:37]=[CH:38][C:33]=4[F:32])[CH3:40])=[O:51])=[CH:17][C:16]=3[O:30][CH3:31])=[CH:13][CH:14]=2)[CH2:8][CH2:7]1)=[O:5])[CH3:2], predict the reactants needed to synthesize it. The reactants are: [CH2:1]([O:3][C:4]([C:6]1([C:9]2[CH:14]=[CH:13][C:12]([C:15]3[CH:20]=[CH:19][C:18]([C:21]4[S:22][C:23]([Cl:29])=[CH:24][C:25]=4C(=O)N)=[CH:17][C:16]=3[O:30][CH3:31])=[CH:11][CH:10]=2)[CH2:8][CH2:7]1)=[O:5])[CH3:2].[F:32][C:33]1[CH:38]=[CH:37][CH:36]=[CH:35][C:34]=1[C@H:39]([OH:41])[CH3:40].[N:42]1[CH:47]=CC=CC=1.FC(F)(F)C(OI(C1C=CC=CC=1)OC(=O)C(F)(F)F)=[O:51]. (3) Given the product [Cl:1][C:2]1[C:3]([NH:17][CH2:18][C:19]2[CH:24]=[CH:23][CH:22]=[C:21]([OH:25])[CH:20]=2)=[N:4][C:5]([NH:8][C:9]2[CH:10]=[C:11]([OH:15])[CH:12]=[CH:13][CH:14]=2)=[N:6][CH:7]=1, predict the reactants needed to synthesize it. The reactants are: [Cl:1][C:2]1[C:3]([NH:17][CH2:18][C:19]2[CH:24]=[CH:23][CH:22]=[C:21]([O:25]C)[CH:20]=2)=[N:4][C:5]([NH:8][C:9]2[CH:14]=[CH:13][CH:12]=[C:11]([O:15]C)[CH:10]=2)=[N:6][CH:7]=1.B(Br)(Br)Br.C([O-])(O)=O.[Na+]. (4) Given the product [CH3:5][C:3]1[NH:23][C:3]([CH3:5])=[C:2]([C:1]([O:7][C:8]([CH3:11])([CH3:10])[CH3:9])=[O:24])[CH:17]([C:16]2[CH:19]=[CH:20][CH:21]=[CH:22][C:15]=2[N+:12]([O-:14])=[O:13])[C:2]=1[C:1]([O:7][C:8]([CH3:11])([CH3:10])[CH3:9])=[O:6], predict the reactants needed to synthesize it. The reactants are: [C:1]([O:7][C:8]([CH3:11])([CH3:10])[CH3:9])(=[O:6])[CH2:2][C:3]([CH3:5])=O.[N+:12]([C:15]1[CH:22]=[CH:21][CH:20]=[CH:19][C:16]=1[CH:17]=O)([O-:14])=[O:13].[NH4+:23].[OH-:24].